Dataset: Reaction yield outcomes from USPTO patents with 853,638 reactions. Task: Predict the reaction yield, written as a fraction of the theoretical maximum amount of product (1.0 means a 100% yield; for example, 0.34 means a 34% yield). The reactants are [I:1][C:2]1[C:6]([C:7](O)=[O:8])=[CH:5][N:4]([CH:10]2[CH2:15][CH2:14][CH2:13][CH2:12][O:11]2)[N:3]=1. The catalyst is C1COCC1. The product is [I:1][C:2]1[C:6]([CH2:7][OH:8])=[CH:5][N:4]([CH:10]2[CH2:15][CH2:14][CH2:13][CH2:12][O:11]2)[N:3]=1. The yield is 0.470.